The task is: Regression. Given two drug SMILES strings and cell line genomic features, predict the synergy score measuring deviation from expected non-interaction effect.. This data is from NCI-60 drug combinations with 297,098 pairs across 59 cell lines. Drug 1: C1CC(=O)NC(=O)C1N2CC3=C(C2=O)C=CC=C3N. Drug 2: COCCOC1=C(C=C2C(=C1)C(=NC=N2)NC3=CC=CC(=C3)C#C)OCCOC.Cl. Cell line: RPMI-8226. Synergy scores: CSS=7.82, Synergy_ZIP=-1.73, Synergy_Bliss=3.07, Synergy_Loewe=3.02, Synergy_HSA=3.18.